This data is from Catalyst prediction with 721,799 reactions and 888 catalyst types from USPTO. The task is: Predict which catalyst facilitates the given reaction. (1) Product: [F:8][C:4]1[CH:5]=[CH:6][CH:7]=[C:2]([F:1])[C:3]=1[C:9]1[C:18]2[CH:17]=[C:16]([C:19]3[CH:20]=[N:21][NH:22][CH:23]=3)[CH:15]=[CH:14][C:13]=2[C:12]2[NH:32][N:33]=[C:34]([NH:35][CH:36]3[CH2:37][CH2:38][N:39]([S:42]([CH3:45])(=[O:44])=[O:43])[CH2:40][CH2:41]3)[C:11]=2[N:10]=1. Reactant: [F:1][C:2]1[CH:7]=[CH:6][CH:5]=[C:4]([F:8])[C:3]=1[C:9]1[C:18]2[CH:17]=[C:16]([C:19]3[CH:20]=[N:21][N:22](COCC[Si](C)(C)C)[CH:23]=3)[CH:15]=[CH:14][C:13]=2[C:12]2=[N:32][N:33](COCC[Si](C)(C)C)[C:34]([NH:35][CH:36]3[CH2:41][CH2:40][N:39]([S:42]([CH3:45])(=[O:44])=[O:43])[CH2:38][CH2:37]3)=[C:11]2[N:10]=1.C(Cl)Cl.C(O)(C(F)(F)F)=O.N. The catalyst class is: 6. (2) Reactant: [F:1][C:2]([F:36])([F:35])[C:3]1[CH:8]=[CH:7][C:6]([CH2:9][C:10]([N:12]2[CH2:17][CH2:16][N:15]([S:18]([C:21]3[CH:26]=[C:25]([C:27]([F:30])([F:29])[F:28])[CH:24]=[C:23]([C:31]([O:33][CH3:34])=O)[CH:22]=3)(=[O:20])=[O:19])[CH2:14][CH2:13]2)=[O:11])=[CH:5][CH:4]=1.C(N1C=CN=C1)(N1C=CN=C1)=[O:38].C(N(CC)CC)C.[NH2:56][NH2:57]. Product: [F:35][C:2]([F:1])([F:36])[C:3]1[CH:4]=[CH:5][C:6]([CH2:9][C:10]([N:12]2[CH2:13][CH2:14][N:15]([S:18]([C:21]3[CH:26]=[C:25]([C:27]([F:29])([F:30])[F:28])[CH:24]=[C:23]([C:31]4[O:33][C:34](=[O:38])[NH:56][N:57]=4)[CH:22]=3)(=[O:19])=[O:20])[CH2:16][CH2:17]2)=[O:11])=[CH:7][CH:8]=1. The catalyst class is: 8. (3) Reactant: [NH2:1][C:2]1[C:3]2[C:10]([C:11]3[CH:16]=[CH:15][C:14]([NH:17][C:18]([NH:20][C:21]4[CH:26]=[C:25]([C:27]([F:30])([F:29])[F:28])[CH:24]=[CH:23][C:22]=4[F:31])=[O:19])=[CH:13][C:12]=3[O:32]CC3C=CC=CC=3)=[CH:9][S:8][C:4]=2[N:5]=[CH:6][N:7]=1.Br.C(O)(=O)C.[OH-].[Na+].Cl. Product: [NH2:1][C:2]1[C:3]2[C:10]([C:11]3[CH:16]=[CH:15][C:14]([NH:17][C:18]([NH:20][C:21]4[CH:26]=[C:25]([C:27]([F:30])([F:28])[F:29])[CH:24]=[CH:23][C:22]=4[F:31])=[O:19])=[CH:13][C:12]=3[OH:32])=[CH:9][S:8][C:4]=2[N:5]=[CH:6][N:7]=1. The catalyst class is: 211. (4) Reactant: I[C:2]1[C:7]2[O:8][C:9]3[CH:14]=[CH:13][CH:12]=[CH:11][C:10]=3[C:6]=2[CH:5]=[CH:4][CH:3]=1.[C:15]1(B(O)O)[CH:20]=[CH:19][CH:18]=[CH:17][CH:16]=1.C1(P(C2CCCCC2)C2C=CC=CC=2C2C(OC)=CC=CC=2OC)CCCCC1.[O-]P([O-])([O-])=O.[K+].[K+].[K+]. Product: [C:15]1([C:2]2[C:7]3[O:8][C:9]4[CH:14]=[CH:13][CH:12]=[CH:11][C:10]=4[C:6]=3[CH:5]=[CH:4][CH:3]=2)[CH:20]=[CH:19][CH:18]=[CH:17][CH:16]=1. The catalyst class is: 226. (5) Reactant: C(OC([N:8]1[CH2:13][CH2:12][CH2:11][C@@H:10]([CH2:14][NH:15][C:16](=[O:22])[O:17][CH2:18][CH2:19][O:20][CH3:21])[CH2:9]1)=O)(C)(C)C.C(O)(C(F)(F)F)=O.[OH-].[Na+]. Product: [NH:8]1[CH2:13][CH2:12][CH2:11][C@@H:10]([CH2:14][NH:15][C:16](=[O:22])[O:17][CH2:18][CH2:19][O:20][CH3:21])[CH2:9]1. The catalyst class is: 2. (6) Reactant: [Cl:1][C:2]1[CH:7]=[CH:6][C:5]([N:8]2[C:16]([NH:17][C:18]3[CH:23]=[CH:22][CH:21]=[CH:20][CH:19]=3)=[C:15]3[C:10]([CH:11]=[CH:12][CH:13]=[CH:14]3)=[N:9]2)=[CH:4][CH:3]=1.[CH3:24][O:25][C:26](=[O:37])[C:27]1[CH:32]=[CH:31][C:30]([N:33]=[C:34]=[O:35])=[C:29]([Cl:36])[CH:28]=1. Product: [CH3:24][O:25][C:26](=[O:37])[C:27]1[CH:32]=[CH:31][C:30]([NH:33][C:34]([N:17]([C:16]2[N:8]([C:5]3[CH:4]=[CH:3][C:2]([Cl:1])=[CH:7][CH:6]=3)[N:9]=[C:10]3[C:15]=2[CH:14]=[CH:13][CH:12]=[CH:11]3)[C:18]2[CH:19]=[CH:20][CH:21]=[CH:22][CH:23]=2)=[O:35])=[C:29]([Cl:36])[CH:28]=1. The catalyst class is: 11. (7) Reactant: [NH:1]1[C:5]2[CH:6]=[CH:7][CH:8]=[CH:9][C:4]=2[NH:3][C:2]1=[C:10]([C:23]([C:25]1[CH:30]=[CH:29][CH:28]=[C:27]([F:31])[CH:26]=1)=[O:24])[C:11]([C:13]1[CH:18]=[CH:17][CH:16]=[C:15]([CH:19]([OH:22])[CH2:20][OH:21])[CH:14]=1)=[O:12].[C:32]([O-])([O-])([O:34][CH3:35])[CH3:33].C1(C)C=CC(S([O-])(=O)=O)=CC=1.[NH+]1C=CC=CC=1. Product: [NH:1]1[C:5]2[CH:6]=[CH:7][CH:8]=[CH:9][C:4]=2[NH:3][C:2]1=[C:10]([C:11]([C:13]1[CH:18]=[CH:17][CH:16]=[C:15]([CH:19]2[CH2:20][O:21][C:32]([O:34][CH3:35])([CH3:33])[O:22]2)[CH:14]=1)=[O:12])[C:23]([C:25]1[CH:30]=[CH:29][CH:28]=[C:27]([F:31])[CH:26]=1)=[O:24]. The catalyst class is: 1. (8) Reactant: [C:1]([O:5][C:6]([N:8]1[C:16]2[C:11](=[CH:12][CH:13]=[CH:14][CH:15]=2)[CH:10]=[C:9]1[C:17]1[C:18](=[O:34])[N:19]([CH2:26][O:27][CH2:28][CH2:29][Si:30]([CH3:33])([CH3:32])[CH3:31])[CH:20]=[C:21]([C:23]([OH:25])=O)[CH:22]=1)=[O:7])([CH3:4])([CH3:3])[CH3:2].[NH:35]1[CH:39]=[C:38]([NH2:40])[CH:37]=[N:36]1.O.ON1C2C=CC=CC=2N=N1.C(N(CC)C(C)C)(C)C.Cl.CN(C)CCCN=C=NCC. Product: [C:1]([O:5][C:6]([N:8]1[C:16]2[C:11](=[CH:12][CH:13]=[CH:14][CH:15]=2)[CH:10]=[C:9]1[C:17]1[C:18](=[O:34])[N:19]([CH2:26][O:27][CH2:28][CH2:29][Si:30]([CH3:31])([CH3:33])[CH3:32])[CH:20]=[C:21]([C:23](=[O:25])[NH:40][C:38]2[CH:39]=[N:35][NH:36][CH:37]=2)[CH:22]=1)=[O:7])([CH3:2])([CH3:3])[CH3:4]. The catalyst class is: 7. (9) Reactant: [C:1]1([S:7]([N:10]2[C:14]3=[N:15][CH:16]=[C:17]([N+:20]([O-:22])=[O:21])[C:18](Cl)=[C:13]3[CH:12]=[CH:11]2)(=[O:9])=[O:8])[CH:6]=[CH:5][CH:4]=[CH:3][CH:2]=1.[NH2:23][CH:24]1[CH2:32][CH:31]2[CH:27]([CH2:28][C:29](=[O:44])[N:30]2[CH2:33][C:34]2[CH:39]=[CH:38][C:37]([O:40][CH3:41])=[CH:36][C:35]=2[O:42][CH3:43])[CH2:26][CH2:25]1.C(N(C(C)C)CC)(C)C. Product: [C:1]1([S:7]([N:10]2[C:14]3=[N:15][CH:16]=[C:17]([N+:20]([O-:22])=[O:21])[C:18]([NH:23][CH:24]4[CH2:32][CH:31]5[CH:27]([CH2:28][C:29](=[O:44])[N:30]5[CH2:33][C:34]5[CH:39]=[CH:38][C:37]([O:40][CH3:41])=[CH:36][C:35]=5[O:42][CH3:43])[CH2:26][CH2:25]4)=[C:13]3[CH:12]=[CH:11]2)(=[O:9])=[O:8])[CH:6]=[CH:5][CH:4]=[CH:3][CH:2]=1. The catalyst class is: 41. (10) Reactant: [Cl:1][C:2]1[CH:3]=[C:4]([NH:18][C:19]([C:21]2[CH:22]=[N:23][N:24]([C:27]3[CH:32]=[CH:31][C:30]([Cl:33])=[CH:29][CH:28]=3)[C:25]=2[CH3:26])=[O:20])[CH:5]=[N:6][C:7]=1[N:8]1[CH2:17][CH2:16][C:11]2(OCC[O:12]2)[CH2:10][CH2:9]1.Cl.O.[OH-].[Na+]. Product: [Cl:1][C:2]1[CH:3]=[C:4]([NH:18][C:19]([C:21]2[CH:22]=[N:23][N:24]([C:27]3[CH:28]=[CH:29][C:30]([Cl:33])=[CH:31][CH:32]=3)[C:25]=2[CH3:26])=[O:20])[CH:5]=[N:6][C:7]=1[N:8]1[CH2:17][CH2:16][C:11](=[O:12])[CH2:10][CH2:9]1. The catalyst class is: 15.